This data is from Full USPTO retrosynthesis dataset with 1.9M reactions from patents (1976-2016). The task is: Predict the reactants needed to synthesize the given product. (1) Given the product [N:37]1[C:29]([NH:1][C@H:2]([C:5]2[N:14]([C:15]3[CH:20]=[CH:19][CH:18]=[C:17]([CH2:21][C:22]([F:25])([F:23])[F:24])[CH:16]=3)[C:13](=[O:26])[C:12]3[C:7](=[CH:8][CH:9]=[CH:10][C:11]=3[F:27])[N:6]=2)[CH2:3][CH3:4])=[C:30]2[C:34]([NH:33][CH:32]=[N:31]2)=[N:35][CH:36]=1, predict the reactants needed to synthesize it. The reactants are: [NH2:1][C@H:2]([C:5]1[N:14]([C:15]2[CH:20]=[CH:19][CH:18]=[C:17]([CH2:21][C:22]([F:25])([F:24])[F:23])[CH:16]=2)[C:13](=[O:26])[C:12]2[C:7](=[CH:8][CH:9]=[CH:10][C:11]=2[F:27])[N:6]=1)[CH2:3][CH3:4].Br[C:29]1[N:37]=[CH:36][N:35]=[C:34]2[C:30]=1[N:31]=[CH:32][NH:33]2.C(N(C(C)C)CC)(C)C. (2) Given the product [CH3:39][O:38][C:34](=[O:37])[CH2:35][CH2:36][N:13]1[C:12](=[O:22])[C:11]2([CH2:10][CH2:9][N:8]([C:6](=[O:7])[C:5]3[CH:25]=[C:26]([C:28]([F:31])([F:30])[F:29])[CH:27]=[C:3]([C:2]([F:1])([F:32])[F:33])[CH:4]=3)[CH2:24][CH2:23]2)[N:15]([C:16]2[CH:17]=[CH:18][CH:19]=[CH:20][CH:21]=2)[CH2:14]1, predict the reactants needed to synthesize it. The reactants are: [F:1][C:2]([F:33])([F:32])[C:3]1[CH:4]=[C:5]([CH:25]=[C:26]([C:28]([F:31])([F:30])[F:29])[CH:27]=1)[C:6]([N:8]1[CH2:24][CH2:23][C:11]2([N:15]([C:16]3[CH:21]=[CH:20][CH:19]=[CH:18][CH:17]=3)[CH2:14][NH:13][C:12]2=[O:22])[CH2:10][CH2:9]1)=[O:7].[C:34]([O:38][CH3:39])(=[O:37])[CH:35]=[CH2:36]. (3) Given the product [Cl:21][Si:22]([CH2:24][Cl:25])([CH:9]1[CH:8]=[CH:7][CH:6]=[CH:5]1)[CH3:23], predict the reactants needed to synthesize it. The reactants are: C([C:5]1[CH2:9][CH:8]=[CH:7][CH:6]=1)CCC.CCCCCC.C([Li])CCC.[Cl:21][Si:22](Cl)([CH2:24][Cl:25])[CH3:23]. (4) Given the product [N:24]1([C:27]2[CH:33]=[CH:32][C:31]([N:34]3[CH2:35][CH2:36][O:37][CH2:38][CH2:39]3)=[CH:30][C:28]=2[NH:29][C:2]2[C:11]3[C:6](=[CH:7][CH:8]=[C:9]([F:12])[CH:10]=3)[N:5]=[C:4]([C:13]3[CH:14]=[N:15][CH:16]=[C:17]([F:19])[CH:18]=3)[C:3]=2[CH3:20])[CH2:25][CH2:26][O:21][CH2:22][CH2:23]1, predict the reactants needed to synthesize it. The reactants are: Cl[C:2]1[C:11]2[C:6](=[CH:7][CH:8]=[C:9]([F:12])[CH:10]=2)[N:5]=[C:4]([C:13]2[CH:14]=[N:15][CH:16]=[C:17]([F:19])[CH:18]=2)[C:3]=1[CH3:20].[O:21]1[CH2:26][CH2:25][N:24]([C:27]2[CH:33]=[CH:32][C:31]([N:34]3[CH2:39][CH2:38][O:37][CH2:36][CH2:35]3)=[CH:30][C:28]=2[NH2:29])[CH2:23][CH2:22]1.Cl.O1CCOCC1. (5) Given the product [N:1]1[C:10]2[C:5](=[CH:6][C:7]([NH:11][C:12]([C:14]3[C:18]4[N:19]=[C:20]([NH:30][C@@H:25]5[CH2:26][CH2:27][CH2:28][CH2:29][C@@H:24]5[NH2:31])[N:21]=[CH:22][C:17]=4[S:16][CH:15]=3)=[O:13])=[CH:8][CH:9]=2)[CH:4]=[CH:3][CH:2]=1, predict the reactants needed to synthesize it. The reactants are: [N:1]1[C:10]2[C:5](=[CH:6][C:7]([NH:11][C:12]([C:14]3[C:18]4[N:19]=[C:20](Cl)[N:21]=[CH:22][C:17]=4[S:16][CH:15]=3)=[O:13])=[CH:8][CH:9]=2)[CH:4]=[CH:3][CH:2]=1.[C@@H:24]1([NH2:31])[CH2:29][CH2:28][CH2:27][CH2:26][C@@H:25]1[NH2:30].O.ClCCl. (6) Given the product [Cl:40][C:36]1[C:35]([F:41])=[C:34]([C@H:16]2[C@H:13]3[N:12]([C@H:11]([CH:42]4[CH2:44][CH2:43]4)[N:10]([C:7]4[CH:6]=[CH:5][C:4]([C:3]([OH:45])=[O:2])=[CH:9][CH:8]=4)[C:14]3=[O:15])[C@@H:18]([CH2:19][C:20]([CH3:22])([CH3:21])[CH3:23])[C@@:17]2([C:26]2[CH:31]=[CH:30][C:29]([Cl:32])=[CH:28][C:27]=2[F:33])[C:24]#[N:25])[CH:39]=[CH:38][CH:37]=1, predict the reactants needed to synthesize it. The reactants are: C[O:2][C:3](=[O:45])[C:4]1[CH:9]=[CH:8][C:7]([N:10]2[C:14](=[O:15])[C@H:13]3[C@H:16]([C:34]4[CH:39]=[CH:38][CH:37]=[C:36]([Cl:40])[C:35]=4[F:41])[C@:17]([C:26]4[CH:31]=[CH:30][C:29]([Cl:32])=[CH:28][C:27]=4[F:33])([C:24]#[N:25])[C@H:18]([CH2:19][C:20]([CH3:23])([CH3:22])[CH3:21])[N:12]3[C@@H:11]2[CH:42]2[CH2:44][CH2:43]2)=[CH:6][CH:5]=1.[Li+].[OH-].